Dataset: HIV replication inhibition screening data with 41,000+ compounds from the AIDS Antiviral Screen. Task: Binary Classification. Given a drug SMILES string, predict its activity (active/inactive) in a high-throughput screening assay against a specified biological target. (1) The compound is CCC1(C)N(C)C(NC#N)=NP1(=O)O.N. The result is 0 (inactive). (2) The compound is NS(=O)(=O)c1ccccc1C(=O)NN=C(c1nc2ccc([N+](=O)[O-])cc2nc1O)C(O)c1ccc([N+](=O)[O-])cc1. The result is 0 (inactive). (3) The molecule is COC1OC2CCN(C(=O)OCc3ccccc3)C2C1OCc1ccccc1. The result is 0 (inactive). (4) The molecule is COC(=O)C=CN1CC1. The result is 0 (inactive).